From a dataset of Reaction yield outcomes from USPTO patents with 853,638 reactions. Predict the reaction yield, written as a fraction of the theoretical maximum amount of product (1.0 means a 100% yield; for example, 0.34 means a 34% yield). (1) The reactants are [CH2:1]([CH:8]1[C:14](=O)[CH2:13][CH2:12][CH2:11][CH2:10][C:9]1=[O:16])[C:2]1[CH:7]=[CH:6][CH:5]=[CH:4][CH:3]=1.[CH3:17][C:18](=[O:21])[CH:19]=[CH2:20].N1C=CC=CC=1.C(O)(=O)C. The catalyst is O. The product is [CH2:1]([C:8]12[CH2:20][CH2:19][C:18](=[O:21])[CH:17]=[C:14]1[CH2:13][CH2:12][CH2:11][CH2:10][C:9]2=[O:16])[C:2]1[CH:3]=[CH:4][CH:5]=[CH:6][CH:7]=1. The yield is 0.800. (2) The reactants are [CH:1]1([C:4]2[C:5]([C:28]3[CH:33]=[CH:32][CH:31]=[CH:30][CH:29]=3)=[C:6]([O:16][C:17]3[CH:22]=[CH:21][C:20](/[CH:23]=[CH:24]/[C:25]([OH:27])=[O:26])=[CH:19][CH:18]=3)[C:7]3[C:12]([CH:13]=2)=[CH:11][C:10]([O:14]C)=[CH:9][CH:8]=3)[CH2:3][CH2:2]1.B(Br)(Br)Br. The catalyst is C(Cl)Cl. The product is [CH:1]1([C:4]2[C:5]([C:28]3[CH:29]=[CH:30][CH:31]=[CH:32][CH:33]=3)=[C:6]([O:16][C:17]3[CH:22]=[CH:21][C:20](/[CH:23]=[CH:24]/[C:25]([OH:27])=[O:26])=[CH:19][CH:18]=3)[C:7]3[C:12]([CH:13]=2)=[CH:11][C:10]([OH:14])=[CH:9][CH:8]=3)[CH2:3][CH2:2]1. The yield is 0.510. (3) The reactants are C(=O)(O)[O-].[Na+].[C:6]([C:8](=[N:14]O)[C:9]([O:11][CH2:12][CH3:13])=[O:10])#[N:7].S(S([O-])=O)([O-])=O.[Na+].[Na+].II. The catalyst is CCOC(C)=O.O. The product is [CH2:12]([O:11][C:9](=[O:10])[CH:8]([NH2:14])[C:6]#[N:7])[CH3:13]. The yield is 0.310. (4) The catalyst is CN(C)C=O.O. The product is [F:1][C:2]1[CH:7]=[CH:6][C:5]([O:8][CH:16]([C:18](=[O:21])[CH2:19][CH3:20])[CH3:17])=[CH:4][CH:3]=1. The reactants are [F:1][C:2]1[CH:7]=[CH:6][C:5]([OH:8])=[CH:4][CH:3]=1.C(=O)([O-])[O-].[K+].[K+].Br[CH:16]([C:18](=[O:21])[CH2:19][CH3:20])[CH3:17]. The yield is 0.408. (5) The reactants are B1(B2OC(C)(C)C(C)(C)O2)OC(C)(C)C(C)(C)[O:2]1.[Br:19][C:20]1[CH:25]=[CH:24][CH:23]=[C:22]([Cl:26])[CH:21]=1.OOS([O-])=O.[K+]. The catalyst is O.C(Cl)Cl.C[OH2+].C[OH2+].C1CC=CCCC=C1.C1CC=CCCC=C1.[Ir].[Ir]. The product is [Br:19][C:20]1[CH:25]=[C:24]([OH:2])[CH:23]=[C:22]([Cl:26])[CH:21]=1. The yield is 0.810. (6) The reactants are [Cl:1][C:2]1[CH:3]=[C:4]([N:8]2[C:12]([CH2:13][NH:14][C:15]([NH:17][C:18]3[CH:23]=[CH:22][C:21]([CH2:24][OH:25])=[C:20]([F:26])[CH:19]=3)=[O:16])=[CH:11][C:10]([C:27]([F:30])([F:29])[F:28])=[N:9]2)[CH:5]=[CH:6][CH:7]=1.CC(OI1(OC(C)=O)(OC(C)=O)OC(=O)C2C=CC=CC1=2)=O. The catalyst is C(Cl)Cl. The product is [Cl:1][C:2]1[CH:3]=[C:4]([N:8]2[C:12]([CH2:13][NH:14][C:15]([NH:17][C:18]3[CH:23]=[CH:22][C:21]([CH:24]=[O:25])=[C:20]([F:26])[CH:19]=3)=[O:16])=[CH:11][C:10]([C:27]([F:30])([F:28])[F:29])=[N:9]2)[CH:5]=[CH:6][CH:7]=1. The yield is 0.480. (7) The reactants are [I-].C[S+](C)(C)=O.[CH3:7][C:8]([CH3:11])([O-:10])[CH3:9].[K+].O=C1C[CH2:18][CH:17]([C:20]([O:22][CH2:23][CH3:24])=[O:21])[CH2:16]C1.O. The catalyst is CS(C)=O. The product is [O:10]1[C:8]2([CH2:11][CH2:18][CH:17]([C:20]([O:22][CH2:23][CH3:24])=[O:21])[CH2:16][CH2:9]2)[CH2:7]1. The yield is 0.650.